Dataset: Catalyst prediction with 721,799 reactions and 888 catalyst types from USPTO. Task: Predict which catalyst facilitates the given reaction. (1) Reactant: [Li+].C[Si]([N-][Si](C)(C)C)(C)C.[Si]([O:18][C:19]1[CH:24]=[CH:23][C:22]([C:25]2[CH:30]=[CH:29][CH:28]=[C:27]([CH2:31][C:32]([O:34][CH2:35][CH:36]=[CH2:37])=[O:33])[C:26]=2[CH3:38])=[CH:21][CH:20]=1)(C(C)(C)C)(C)C.[CH3:39]I.O. Product: [OH:18][C:19]1[CH:20]=[CH:21][C:22]([C:25]2[CH:30]=[CH:29][CH:28]=[C:27]([CH:31]([CH3:39])[C:32]([O:34][CH2:35][CH:36]=[CH2:37])=[O:33])[C:26]=2[CH3:38])=[CH:23][CH:24]=1. The catalyst class is: 7. (2) Reactant: [Cl:1][C:2]1[CH:3]=[CH:4][N:5]=[C:6]2[C:11]=1[N:10]=[CH:9][C:8]([NH2:12])=[CH:7]2.C(N(CC)CC)C.[CH3:20][O:21][CH2:22][C:23](Cl)=[O:24]. Product: [Cl:1][C:2]1[CH:3]=[CH:4][N:5]=[C:6]2[C:11]=1[N:10]=[CH:9][C:8]([NH:12][C:23](=[O:24])[CH2:22][O:21][CH3:20])=[CH:7]2. The catalyst class is: 4. (3) Reactant: C[O:2][C:3](=[O:27])[C:4]1[CH:9]=[CH:8][C:7]([C:10]([C:12]2[C:21]([OH:22])=[CH:20][C:19]3[C:18]([CH3:24])([CH3:23])[CH2:17][CH2:16][C:15]([CH3:26])([CH3:25])[C:14]=3[CH:13]=2)=[O:11])=[CH:6][CH:5]=1.[OH-].[K+].Br[CH2:31][CH2:32][CH2:33][CH2:34][CH2:35][CH2:36][CH3:37]. Product: [CH2:31]([O:22][C:21]1[C:12]([C:10]([C:7]2[CH:6]=[CH:5][C:4]([C:3]([OH:2])=[O:27])=[CH:9][CH:8]=2)=[O:11])=[CH:13][C:14]2[C:15]([CH3:26])([CH3:25])[CH2:16][CH2:17][C:18]([CH3:23])([CH3:24])[C:19]=2[CH:20]=1)[CH2:32][CH2:33][CH2:34][CH2:35][CH2:36][CH3:37]. The catalyst class is: 16.